Dataset: Forward reaction prediction with 1.9M reactions from USPTO patents (1976-2016). Task: Predict the product of the given reaction. The product is: [N:30]1([C:25]([C:24]2[CH:28]=[CH:29][C:21]([C:18]3[N:19]=[CH:20][C:15]([O:14][CH2:13][CH:10]4[CH2:9][CH2:8][N:7]([C:5]([O:4][CH:2]([CH3:3])[CH3:1])=[O:6])[CH2:12][CH2:11]4)=[CH:16][CH:17]=3)=[CH:22][CH:23]=2)=[O:27])[CH2:34][CH2:33][CH2:32][CH2:31]1. Given the reactants [CH3:1][CH:2]([O:4][C:5]([N:7]1[CH2:12][CH2:11][CH:10]([CH2:13][O:14][C:15]2[CH:16]=[CH:17][C:18]([C:21]3[CH:29]=[CH:28][C:24]([C:25]([OH:27])=O)=[CH:23][CH:22]=3)=[N:19][CH:20]=2)[CH2:9][CH2:8]1)=[O:6])[CH3:3].[NH:30]1[CH2:34][CH2:33][CH2:32][CH2:31]1.CN(C(ON1N=NC2C=CC=NC1=2)=[N+](C)C)C.F[P-](F)(F)(F)(F)F.C(N(C(C)C)CC)(C)C, predict the reaction product.